From a dataset of Catalyst prediction with 721,799 reactions and 888 catalyst types from USPTO. Predict which catalyst facilitates the given reaction. (1) Reactant: [CH3:1][O:2][C:3]1[CH:4]=[C:5]([CH:8]=[C:9]([O:13][CH3:14])[C:10]=1[O:11][CH3:12])[CH:6]=O.[C:15]([CH2:18][C:19](=[O:21])[CH3:20])(=[O:17])[CH3:16].N1CCCCC1. The catalyst class is: 244. Product: [CH3:1][O:2][C:3]1[CH:4]=[C:5]([CH:8]=[C:9]([O:13][CH3:14])[C:10]=1[O:11][CH3:12])[CH:6]=[C:18]([C:19](=[O:21])[CH3:20])[C:15](=[O:17])[CH3:16]. (2) Reactant: [F:1][C:2]1[CH:7]=[CH:6][CH:5]=[CH:4][C:3]=1[CH2:8][O:9][C:10]1[CH:15]=[CH:14][C:13]([C@@H:16]2[N:20]([C:21]([O:23][C:24]([CH3:27])([CH3:26])[CH3:25])=[O:22])[C@H:19]([C:28]([O:30][CH3:31])=[O:29])[CH2:18][CH2:17]2)=[CH:12][CH:11]=1.[Li+].C[Si]([N-][Si](C)(C)C)(C)C.Br[CH2:43][C:44]#[N:45]. Product: [C:44]([CH2:43][C@@:19]1([C:28]([O:30][CH3:31])=[O:29])[CH2:18][CH2:17][C@H:16]([C:13]2[CH:12]=[CH:11][C:10]([O:9][CH2:8][C:3]3[CH:4]=[CH:5][CH:6]=[CH:7][C:2]=3[F:1])=[CH:15][CH:14]=2)[N:20]1[C:21]([O:23][C:24]([CH3:26])([CH3:27])[CH3:25])=[O:22])#[N:45]. The catalyst class is: 1. (3) Product: [O:21]=[S:2]1(=[O:1])[CH2:7][CH2:6][CH2:5][CH2:4][N:3]1[C:8]1[CH:16]=[C:15]([C:17]([O:19][CH3:20])=[O:18])[CH:14]=[C:13]2[C:9]=1[CH:10]=[CH:11][N:12]2[CH2:24][CH3:25]. Reactant: [O:1]=[S:2]1(=[O:21])[CH2:7][CH2:6][CH2:5][CH2:4][N:3]1[C:8]1[CH:16]=[C:15]([C:17]([O:19][CH3:20])=[O:18])[CH:14]=[C:13]2[C:9]=1[CH:10]=[CH:11][NH:12]2.[H-].[Na+].[CH2:24](I)[CH3:25]. The catalyst class is: 3. (4) Reactant: [C:1]([C:5]1[C:6]([O:18][CH2:19][CH3:20])=[C:7](B(O)O)[CH:8]=[C:9]([C:11]([CH3:14])([CH3:13])[CH3:12])[CH:10]=1)([CH3:4])([CH3:3])[CH3:2].[C:21](=[O:24])([O-])[O-].[Na+].[Na+].O.[CH2:28]([OH:30])[CH3:29]. The catalyst class is: 109. Product: [C:28]([C:21]1[O:24][C:10]2[C:9]([C:7]3[CH:8]=[C:9]([C:11]([CH3:14])([CH3:13])[CH3:12])[CH:10]=[C:5]([C:1]([CH3:4])([CH3:3])[CH3:2])[C:6]=3[O:18][CH2:19][CH3:20])=[CH:8][CH:7]=[CH:6][C:5]=2[CH:1]=1)(=[O:30])[CH3:29]. (5) Reactant: [CH3:1][CH:2]1[CH2:8][C:7](=S)[NH:6][C:5]2[CH:10]=[CH:11][CH:12]=[CH:13][C:4]=2[NH:3]1.[C:14]([NH:17][NH2:18])(=O)[CH3:15]. Product: [CH3:15][C:14]1[N:6]2[C:5]3[CH:10]=[CH:11][CH:12]=[CH:13][C:4]=3[NH:3][CH:2]([CH3:1])[CH2:8][C:7]2=[N:18][N:17]=1. The catalyst class is: 114. (6) Reactant: [NH:1]([C:8]1[CH:13]=[C:12]([O:14][C:15]2[C:16]([C:22]([O-])=[O:23])=[N:17][C:18]([CH3:21])=[CH:19][CH:20]=2)[CH:11]=[CH:10][N:9]=1)[C:2]1[CH:7]=[CH:6][CH:5]=[CH:4][CH:3]=1.[Na+].[CH:26]1([CH2:29][NH2:30])[CH2:28][CH2:27]1.CN(C(ON1N=NC2C=CC=NC1=2)=[N+](C)C)C.F[P-](F)(F)(F)(F)F.CCN(C(C)C)C(C)C. Product: [NH:1]([C:8]1[CH:13]=[C:12]([O:14][C:15]2[C:16]([C:22]([NH:30][CH2:29][CH:26]3[CH2:28][CH2:27]3)=[O:23])=[N:17][C:18]([CH3:21])=[CH:19][CH:20]=2)[CH:11]=[CH:10][N:9]=1)[C:2]1[CH:7]=[CH:6][CH:5]=[CH:4][CH:3]=1. The catalyst class is: 3. (7) Reactant: [CH:1]1[C:9]2[C:8]3[CH:10]=[CH:11][CH:12]=[CH:13][C:7]=3[S:6][C:5]=2[CH:4]=[CH:3][CH:2]=1.C([Li])CCC.[CH:19]1[C:27]2[C:26]3[CH:28]=[CH:29][CH:30]=[CH:31][C:25]=3[S:24][C:23]=2[C:22]([Li])=[CH:21][CH:20]=1.[B:33](OC(C)(C)C)(OC(C)(C)C)[O:34]C(C)(C)C. Product: [CH:1]1[C:9]2[C:8]3[CH:10]=[CH:11][CH:12]=[CH:13][C:7]=3[S:6][C:5]=2[C:4]([B:33]([C:22]2[C:23]3[S:24][C:25]4[CH:31]=[CH:30][CH:29]=[CH:28][C:26]=4[C:27]=3[CH:19]=[CH:20][CH:21]=2)[OH:34])=[CH:3][CH:2]=1. The catalyst class is: 323. (8) Reactant: [NH2:1][C:2]1[C:7]([C:8]([NH:10][CH:11]([CH3:21])[CH2:12][C:13]2[CH:18]=[CH:17][C:16]([F:19])=[C:15]([F:20])[CH:14]=2)=[O:9])=[C:6]([C:22]([F:25])([F:24])[F:23])[N:5]=[CH:4][CH:3]=1.[CH2:26]([O:33][C:34]1[C:35]([CH:40]=O)=[N:36][CH:37]=[CH:38][CH:39]=1)[C:27]1[CH:32]=[CH:31][CH:30]=[CH:29][CH:28]=1. Product: [CH2:26]([O:33][C:34]1[C:35]([CH:40]2[NH:1][C:2]3[CH:3]=[CH:4][N:5]=[C:6]([C:22]([F:25])([F:24])[F:23])[C:7]=3[C:8](=[O:9])[N:10]2[CH:11]([CH3:21])[CH2:12][C:13]2[CH:18]=[CH:17][C:16]([F:19])=[C:15]([F:20])[CH:14]=2)=[N:36][CH:37]=[CH:38][CH:39]=1)[C:27]1[CH:28]=[CH:29][CH:30]=[CH:31][CH:32]=1. The catalyst class is: 626.